From a dataset of Full USPTO retrosynthesis dataset with 1.9M reactions from patents (1976-2016). Predict the reactants needed to synthesize the given product. (1) Given the product [Cl:1][C:2]1[CH:10]=[CH:9][CH:8]=[CH:7][C:3]=1[C:4]([NH:19][CH2:18][CH:17]([CH:14]1[CH2:15][CH2:16][O:11][CH2:12][CH2:13]1)[C:20]1[CH:21]=[N:22][C:23]([C:26]([F:28])([F:29])[F:27])=[N:24][CH:25]=1)=[O:6], predict the reactants needed to synthesize it. The reactants are: [Cl:1][C:2]1[CH:10]=[CH:9][CH:8]=[CH:7][C:3]=1[C:4]([OH:6])=O.[O:11]1[CH2:16][CH2:15][CH:14]([CH:17]([C:20]2[CH:21]=[N:22][C:23]([C:26]([F:29])([F:28])[F:27])=[N:24][CH:25]=2)[CH2:18][NH2:19])[CH2:13][CH2:12]1. (2) Given the product [C:41]([C:29]1[C:27]2[N:28]=[C:24]([N:11]3[CH2:14][CH:13]([NH:15][C:16](=[O:22])[O:17][C:18]([CH3:19])([CH3:21])[CH3:20])[CH2:12]3)[O:25][C:26]=2[C:32]([F:33])=[C:31]([C:34]2[CH:35]=[CH:36][CH:37]=[CH:38][CH:39]=2)[C:30]=1[CH3:40])#[N:42], predict the reactants needed to synthesize it. The reactants are: C(N(C(C)C)CC)(C)C.Cl.[NH:11]1[CH2:14][CH:13]([NH:15][C:16](=[O:22])[O:17][C:18]([CH3:21])([CH3:20])[CH3:19])[CH2:12]1.Cl[C:24]1[O:25][C:26]2[C:27](=[C:29]([C:41]#[N:42])[C:30]([CH3:40])=[C:31]([C:34]3[CH:39]=[CH:38][CH:37]=[CH:36][CH:35]=3)[C:32]=2[F:33])[N:28]=1.C(O)(=O)CC(CC(O)=O)(C(O)=O)O.